Dataset: Full USPTO retrosynthesis dataset with 1.9M reactions from patents (1976-2016). Task: Predict the reactants needed to synthesize the given product. (1) Given the product [N+:1]([C:4]1[N:5]=[CH:6][N:7]([CH2:10][C:11]#[N:12])[CH:8]=1)([O-:3])=[O:2], predict the reactants needed to synthesize it. The reactants are: [N+:1]([C:4]1[N:5]=[CH:6][NH:7][CH:8]=1)([O-:3])=[O:2].Cl[CH2:10][C:11]#[N:12].C([O-])([O-])=O.[K+].[K+]. (2) Given the product [Br:1][C:2]1[C:3]([N:9]2[CH2:14][CH2:13][O:12][CH2:11][CH2:10]2)=[CH:4][C:5]([NH:8][C:18]2[CH:19]=[CH:20][C:21]([F:22])=[C:16]([Cl:15])[CH:17]=2)=[N:6][CH:7]=1, predict the reactants needed to synthesize it. The reactants are: [Br:1][C:2]1[C:3]([N:9]2[CH2:14][CH2:13][O:12][CH2:11][CH2:10]2)=[CH:4][C:5]([NH2:8])=[N:6][CH:7]=1.[Cl:15][C:16]1[CH:17]=[C:18](B(O)O)[CH:19]=[CH:20][C:21]=1[F:22].